Dataset: Reaction yield outcomes from USPTO patents with 853,638 reactions. Task: Predict the reaction yield, written as a fraction of the theoretical maximum amount of product (1.0 means a 100% yield; for example, 0.34 means a 34% yield). (1) The reactants are Cl[O-].[Na+].[CH2:4]1[C:12]2[C:7](=[CH:8][CH:9]=[C:10]([C:13](=[O:15])C)[CH:11]=2)[CH2:6][CH2:5]1.C([O-])(O)=[O:17].[Na+]. The product is [CH2:6]1[C:7]2[C:12](=[CH:11][C:10]([C:13]([OH:15])=[O:17])=[CH:9][CH:8]=2)[CH2:4][CH2:5]1. No catalyst specified. The yield is 0.990. (2) The reactants are [O:1]=[C:2]1[C:10]2[C:5](=[C:6]([N:11]3[CH2:16][CH2:15][CH2:14][C@@H:13]([C:17](O)=[O:18])[CH2:12]3)[CH:7]=[CH:8][CH:9]=2)[C:4](=[O:20])[N:3]1[CH2:21][C:22]1[CH:27]=[CH:26][N:25]=[CH:24][CH:23]=1.[CH3:28][O:29][C:30]1[C:31]([NH2:36])=[CH:32][CH:33]=[CH:34][CH:35]=1.F[P-](F)(F)(F)(F)F.N1(O[P+](N(C)C)(N(C)C)N(C)C)C2C=CC=CC=2N=N1. The catalyst is C1COCC1. The product is [CH3:28][O:29][C:30]1[CH:35]=[CH:34][CH:33]=[CH:32][C:31]=1[NH:36][C:17]([C@@H:13]1[CH2:14][CH2:15][CH2:16][N:11]([C:6]2[CH:7]=[CH:8][CH:9]=[C:10]3[C:5]=2[C:4](=[O:20])[N:3]([CH2:21][C:22]2[CH:27]=[CH:26][N:25]=[CH:24][CH:23]=2)[C:2]3=[O:1])[CH2:12]1)=[O:18]. The yield is 0.720. (3) The reactants are Br[C:2]1[CH:3]=[C:4]2[C:9](=[CH:10][C:11]=1[O:12][CH3:13])[O:8][C:7]([C:14]([F:17])([F:16])[F:15])=[C:6]([C:18]1[CH:27]=[CH:26][C:21]([C:22]([O:24][CH3:25])=[O:23])=[CH:20][CH:19]=1)[C:5]2=[O:28].[C:29]([Cu])#[N:30]. The catalyst is CN1C(=O)CCC1. The product is [C:29]([C:2]1[CH:3]=[C:4]2[C:9](=[CH:10][C:11]=1[O:12][CH3:13])[O:8][C:7]([C:14]([F:17])([F:16])[F:15])=[C:6]([C:18]1[CH:27]=[CH:26][C:21]([C:22]([O:24][CH3:25])=[O:23])=[CH:20][CH:19]=1)[C:5]2=[O:28])#[N:30]. The yield is 0.400. (4) The reactants are [Br:1][C:2]1[CH:3]=[C:4]([N+:18]([O-])=O)[C:5]([N:8]2[CH2:12][CH2:11][CH2:10][C@H:9]2[C:13](OCC)=[O:14])=[N:6][CH:7]=1.P(OC1C=CC=CC=1)(OC1C=CC=CC=1)OC1C=CC=CC=1. The catalyst is ClCCl.[NH4+].[O-][V](=O)=O.[Pt]. The product is [Br:1][C:2]1[CH:7]=[N:6][C:5]2[N:8]3[CH2:12][CH2:11][CH2:10][C@H:9]3[C:13](=[O:14])[NH:18][C:4]=2[CH:3]=1. The yield is 0.428.